From a dataset of hERG Central: cardiac toxicity at 1µM, 10µM, and general inhibition. Predict hERG channel inhibition at various concentrations. (1) The compound is Cc1ccc(-c2cc(C(=O)N3CCN(c4ccccc4O)CC3)c3ccccc3n2)o1. Results: hERG_inhib (hERG inhibition (general)): blocker. (2) The drug is Cc1ccc(-c2nnc(SCC(=O)Nc3sc(C)c(C)c3C#N)n2C)cc1. Results: hERG_inhib (hERG inhibition (general)): blocker. (3) The compound is CN(C)CCCNc1ncnc2c1c(-c1ccccc1)cn2-c1ccccc1. Results: hERG_inhib (hERG inhibition (general)): blocker. (4) The compound is COc1ccccc1C(=O)N1CCN(Cc2nc3cc([N+](=O)[O-])ccc3n2C)CC1. Results: hERG_inhib (hERG inhibition (general)): blocker. (5) The molecule is O=C(c1ccccc1)N1CCN(c2ccc([N+](=O)[O-])c(NCc3cccnc3)c2)CC1. Results: hERG_inhib (hERG inhibition (general)): blocker.